Dataset: Full USPTO retrosynthesis dataset with 1.9M reactions from patents (1976-2016). Task: Predict the reactants needed to synthesize the given product. (1) Given the product [Cl:57][C:58]1[CH:59]=[C:60]([CH:75]=[CH:76][C:77]=1[O:78][CH:79]([CH3:81])[CH3:80])[C:34]([NH:33][C@@H:13]([CH2:14][C:15]1[CH:20]=[CH:19][C:18]([C:21]2[N:22]=[C:23]3[C:28]([CH:29]([OH:31])[CH3:30])=[CH:27][CH:26]=[CH:25][N:24]3[CH:32]=2)=[CH:17][CH:16]=1)[CH2:12][N:3]1[C:2](=[O:1])[C:10]2[C:5](=[CH:6][CH:7]=[CH:8][CH:9]=2)[C:4]1=[O:11])=[O:40], predict the reactants needed to synthesize it. The reactants are: [O:1]=[C:2]1[C:10]2[C:5](=[CH:6][CH:7]=[CH:8][CH:9]=2)[C:4](=[O:11])[N:3]1[CH2:12][C@@H:13]([NH:33][C:34](=[O:40])OC(C)(C)C)[CH2:14][C:15]1[CH:20]=[CH:19][C:18]([C:21]2[N:22]=[C:23]3[C:28]([CH:29]([OH:31])[CH3:30])=[CH:27][CH:26]=[CH:25][N:24]3[CH:32]=2)=[CH:17][CH:16]=1.Cl.O1CCOCC1.C(N(CC)C(C)C)(C)C.[Cl:57][C:58]1[CH:59]=[C:60]([CH:75]=[CH:76][C:77]=1[O:78][CH:79]([CH3:81])[CH3:80])C(OC1C(F)=C(F)C(F)=C(F)C=1F)=O. (2) Given the product [ClH:38].[NH2:34][C:26]([CH2:25][CH2:24][C:21]1[CH:20]=[CH:19][C:18]([C:3]2[CH:4]=[CH:5][C:6]([S:8][C:9]3[CH:10]=[CH:11][C:12]([CH:15]([CH3:16])[CH3:17])=[CH:13][CH:14]=3)=[CH:7][C:2]=2[F:1])=[CH:23][CH:22]=1)([CH2:31][OH:30])[CH2:27][OH:28], predict the reactants needed to synthesize it. The reactants are: [F:1][C:2]1[CH:7]=[C:6]([S:8][C:9]2[CH:14]=[CH:13][C:12]([CH:15]([CH3:17])[CH3:16])=[CH:11][CH:10]=2)[CH:5]=[CH:4][C:3]=1[C:18]1[CH:23]=[CH:22][C:21]([CH2:24][CH2:25][C:26]2([NH:34]C(=O)C)[CH2:31][O:30]C(C)(C)[O:28][CH2:27]2)=[CH:20][CH:19]=1.[ClH:38]. (3) Given the product [Br:1][C:2]1[S:3][C:4]2[CH:10]=[C:9]([OH:11])[CH:8]=[CH:7][C:5]=2[N:6]=1, predict the reactants needed to synthesize it. The reactants are: [Br:1][C:2]1[S:3][C:4]2[CH:10]=[C:9]([O:11]C)[CH:8]=[CH:7][C:5]=2[N:6]=1.CN(C)C1N=CC(C2SC3C=C(O)C=CC=3N=2)=CN=1.B(Br)(Br)Br. (4) Given the product [CH:26]1([N:25]2[C:24]3[CH:32]=[CH:33][C:34]([C:36]([OH:38])=[O:37])=[CH:35][C:23]=3[N:22]=[C:21]2[C:16]2[CH:17]=[C:18]3[C:13](=[CH:14][CH:15]=2)[N:12]=[C:11]([C:10]2[CH:9]=[C:8]([O:39][CH3:40])[CH:7]=[CH:6][C:5]=2[C:88]2[C:89]([O:91][CH3:92])=[N:90][C:85]([O:84][CH3:83])=[N:86][CH:87]=2)[CH:20]=[CH:19]3)[CH2:27][CH2:28][CH2:29][CH2:30][CH2:31]1, predict the reactants needed to synthesize it. The reactants are: ClC1C=C(C=CC=1F)[C:5]1[C:10]([C:11]2[CH:20]=[CH:19][C:18]3[C:13](=[CH:14][CH:15]=[C:16]([C:21]4[N:25]([CH:26]5[CH2:31][CH2:30][CH2:29][CH2:28][CH2:27]5)[C:24]5[CH:32]=[CH:33][C:34]([C:36]([OH:38])=[O:37])=[CH:35][C:23]=5[N:22]=4)[CH:17]=3)[N:12]=2)=[CH:9][C:8]([O:39][CH3:40])=[CH:7][CH:6]=1.COC(C1C=CC2N(C3CCCCC3)C(C3C=C4C(=CC=3)N=C(C3C=C(OC)C=CC=3Br)C=C4)=NC=2C=1)=O.[CH3:83][O:84][C:85]1[N:90]=[C:89]([O:91][CH3:92])[C:88](B(O)O)=[CH:87][N:86]=1. (5) Given the product [I:1][C:2]1[C:7]([CH:8]([O:13][C:26]([CH3:29])([CH3:28])[CH3:27])[C:9]([O:11][CH3:12])=[O:10])=[C:6]([CH3:14])[N:5]=[C:4]2[S:15][C:16]3[CH2:21][CH2:20][CH2:19][CH2:18][C:17]=3[C:3]=12, predict the reactants needed to synthesize it. The reactants are: [I:1][C:2]1[C:7]([CH:8]([OH:13])[C:9]([O:11][CH3:12])=[O:10])=[C:6]([CH3:14])[N:5]=[C:4]2[S:15][C:16]3[CH2:21][CH2:20][CH2:19][CH2:18][C:17]=3[C:3]=12.C(O[C:26]([CH3:29])([CH3:28])[CH3:27])(=O)C.Cl(O)(=O)(=O)=O. (6) Given the product [CH2:1]([N:3]1[C:11]2[C:6](=[CH:7][CH:8]=[CH:9][C:10]=2[F:12])[CH2:5][C:4]1=[O:14])[CH3:2], predict the reactants needed to synthesize it. The reactants are: [CH2:1]([N:3]1[C:11]2[C:6](=[CH:7][CH:8]=[CH:9][C:10]=2[F:12])[C:5](=O)[C:4]1=[O:14])[CH3:2].O.NN. (7) Given the product [CH2:30]([C:27]1[CH:26]=[CH:25][C:24]([C:23]2[C:16]3[C:15]([O:14][C@H:12]([CH3:13])[CH2:11][N:9]([CH3:10])[CH2:8][CH2:7][CH2:6][C:5]([OH:38])=[O:4])=[N:20][CH:19]=[N:18][C:17]=3[O:21][C:22]=2[C:32]2[CH:33]=[CH:34][CH:35]=[CH:36][CH:37]=2)=[CH:29][CH:28]=1)[CH3:31], predict the reactants needed to synthesize it. The reactants are: [OH-].[Na+].C[O:4][C:5](=[O:38])[CH2:6][CH2:7][CH2:8][N:9]([CH2:11][C@H:12]([O:14][C:15]1[C:16]2[C:23]([C:24]3[CH:29]=[CH:28][C:27]([CH2:30][CH3:31])=[CH:26][CH:25]=3)=[C:22]([C:32]3[CH:37]=[CH:36][CH:35]=[CH:34][CH:33]=3)[O:21][C:17]=2[N:18]=[CH:19][N:20]=1)[CH3:13])[CH3:10].Cl. (8) Given the product [O:31]1[CH2:30][CH:29]([N:26]2[CH2:25][CH2:24][N:23]([C:20]3[CH:21]=[CH:22][C:17]([NH:16][C:14]4[N:13]=[CH:12][N:11]=[C:10]([C:7]5[CH:8]=[CH:9][C:2]([NH:39][CH:36]6[CH2:37][CH2:38][O:33][CH2:34][CH2:35]6)=[C:3]([CH:6]=5)[C:4]#[N:5])[N:15]=4)=[CH:18][CH:19]=3)[CH2:28][CH2:27]2)[CH2:32]1, predict the reactants needed to synthesize it. The reactants are: F[C:2]1[CH:9]=[CH:8][C:7]([C:10]2[N:15]=[C:14]([NH:16][C:17]3[CH:22]=[CH:21][C:20]([N:23]4[CH2:28][CH2:27][N:26]([CH:29]5[CH2:32][O:31][CH2:30]5)[CH2:25][CH2:24]4)=[CH:19][CH:18]=3)[N:13]=[CH:12][N:11]=2)=[CH:6][C:3]=1[C:4]#[N:5].[O:33]1[CH2:38][CH2:37][CH:36]([NH2:39])[CH2:35][CH2:34]1.